Dataset: Forward reaction prediction with 1.9M reactions from USPTO patents (1976-2016). Task: Predict the product of the given reaction. (1) Given the reactants C([O:3][C:4]([C:6]1[S:7][C:8]2[CH:9](CC)[CH2:10][O:11][C:12]3[CH:19]=[C:18]([F:20])[C:17]([Br:21])=[CH:16][C:13]=3[C:14]=2[N:15]=1)=[O:5])C.O1CCCC1.[Li+].[OH-].Cl, predict the reaction product. The product is: [Br:21][C:17]1[C:18]([F:20])=[CH:19][C:12]2[O:11][CH2:10][CH2:9][C:8]3[S:7][C:6]([C:4]([OH:5])=[O:3])=[N:15][C:14]=3[C:13]=2[CH:16]=1. (2) Given the reactants [CH3:1][NH:2][C:3]1([C:8]#[N:9])[CH2:7][CH2:6][CH2:5][CH2:4]1.[O:10]1[C:14]([CH2:15]N)=[CH:13][N:12]=[CH:11]1, predict the reaction product. The product is: [O:10]1[C:14]([CH2:1][NH:2][C:3]2([C:8]#[N:9])[CH2:7][CH2:6][CH2:5][CH2:4]2)=[CH:13][N:12]=[CH:11]1.[C:14]1(=[O:10])[CH2:15][CH2:4][CH2:3][CH2:13]1.